From a dataset of Forward reaction prediction with 1.9M reactions from USPTO patents (1976-2016). Predict the product of the given reaction. Given the reactants [C:1]1(B(O)O)[CH:6]=[CH:5][CH:4]=[CH:3][CH:2]=1.[OH-].[Ba+2].[OH-].COCCOC.[Cl:19][C:20]1[CH:25]=[C:24](Cl)[N:23]=[CH:22][N:21]=1, predict the reaction product. The product is: [Cl:19][C:20]1[CH:25]=[C:24]([C:1]2[CH:6]=[CH:5][CH:4]=[CH:3][CH:2]=2)[N:23]=[CH:22][N:21]=1.